The task is: Predict the product of the given reaction.. This data is from Forward reaction prediction with 1.9M reactions from USPTO patents (1976-2016). (1) Given the reactants Cl[C:2]1[C:3]2[N:15]=[C:14]([C:16]3[CH:21]=[CH:20][C:19]([F:22])=[CH:18][CH:17]=3)[CH:13]=[CH:12][C:4]=2[N:5]=[C:6]([NH:8]C(=O)C)[N:7]=1.[CH2:23]([Mg]Br)[CH3:24], predict the reaction product. The product is: [CH2:23]([C:2]1[C:3]2[N:15]=[C:14]([C:16]3[CH:17]=[CH:18][C:19]([F:22])=[CH:20][CH:21]=3)[CH:13]=[CH:12][C:4]=2[N:5]=[C:6]([NH2:8])[N:7]=1)[CH3:24]. (2) Given the reactants [CH2:1]([N:19]([CH2:87][CH2:88][CH2:89][CH2:90][CH2:91][CH2:92][CH2:93][CH2:94][CH2:95][CH2:96][CH2:97][CH2:98][CH2:99][CH2:100][CH2:101][CH2:102][CH2:103][CH3:104])[C:20]([CH2:22][CH2:23][CH:24]([CH:26]1[C:42]2([CH3:43])[CH:29]([CH:30]3[CH:39]([CH2:40][CH2:41]2)[C:38]2([CH3:44])[CH:33]([CH2:34][CH:35]([O:45][C:46](=[O:86])[NH:47][CH2:48][CH2:49][CH2:50][CH2:51][CH2:52][C:53]([N:55]4[CH2:59][CH:58]([OH:60])[CH2:57][CH:56]4[CH:61]([C:80]4[CH:85]=[CH:84][CH:83]=[CH:82][CH:81]=4)[O:62][CH:63]([C:72]4[CH:77]=[CH:76][C:75]([O:78][CH3:79])=[CH:74][CH:73]=4)[C:64]4[CH:69]=[CH:68][C:67]([O:70][CH3:71])=[CH:66][CH:65]=4)=[O:54])[CH2:36][CH2:37]2)[CH2:32][CH2:31]3)[CH2:28][CH2:27]1)[CH3:25])=[O:21])[CH2:2][CH2:3][CH2:4][CH2:5][CH2:6][CH2:7][CH2:8][CH2:9][CH2:10][CH2:11][CH2:12][CH2:13][CH2:14][CH2:15][CH2:16][CH2:17][CH3:18].[C:105]1(=[O:111])[O:110][C:108](=[O:109])[CH2:107][CH2:106]1.C(N(CC)CC)C, predict the reaction product. The product is: [CH3:71][O:70][C:67]1[CH:68]=[CH:69][C:64]([CH:63]([C:72]2[CH:77]=[CH:76][C:75]([O:78][CH3:79])=[CH:74][CH:73]=2)[O:62][CH:61]([C:80]2[CH:81]=[CH:82][CH:83]=[CH:84][CH:85]=2)[CH:56]2[N:55]([C:53](=[O:54])[CH2:52][CH2:51][CH2:50][CH2:49][CH2:48][NH:47][C:46]([O:45][CH:35]3[CH2:34][CH:33]4[C:38]([CH3:44])([CH:39]5[CH:30]([CH2:31][CH2:32]4)[CH:29]4[C:42]([CH3:43])([CH:26]([CH:24]([CH3:25])[CH2:23][CH2:22][C:20](=[O:21])[N:19]([CH2:1][CH2:2][CH2:3][CH2:4][CH2:5][CH2:6][CH2:7][CH2:8][CH2:9][CH2:10][CH2:11][CH2:12][CH2:13][CH2:14][CH2:15][CH2:16][CH2:17][CH3:18])[CH2:87][CH2:88][CH2:89][CH2:90][CH2:91][CH2:92][CH2:93][CH2:94][CH2:95][CH2:96][CH2:97][CH2:98][CH2:99][CH2:100][CH2:101][CH2:102][CH2:103][CH3:104])[CH2:27][CH2:28]4)[CH2:41][CH2:40]5)[CH2:37][CH2:36]3)=[O:86])[CH2:59][CH:58]([O:60][C:105](=[O:111])[CH2:106][CH2:107][C:108]([OH:110])=[O:109])[CH2:57]2)=[CH:65][CH:66]=1. (3) Given the reactants [Cl:1][C:2]1[CH:7]=[CH:6][C:5]([C:8]2[C:12]([CH2:13][CH3:14])=[C:11]([NH2:15])[NH:10][N:9]=2)=[CH:4][CH:3]=1.[C:16](O)(=[O:19])[CH2:17][SH:18], predict the reaction product. The product is: [Cl:1][C:2]1[CH:3]=[CH:4][C:5]([C:8]2[C:12]([CH2:13][CH3:14])=[C:11]([NH:15][C:16](=[O:19])[CH2:17][SH:18])[NH:10][N:9]=2)=[CH:6][CH:7]=1. (4) Given the reactants [Cl:1][C:2]1[C:7]([O:8][CH3:9])=[CH:6][C:5]([O:10][CH3:11])=[C:4]([Cl:12])[C:3]=1[C:13]1[N:18]=[C:17]2[NH:19][N:20]=[C:21](I)[C:16]2=[CH:15][N:14]=1.[CH2:23]([N:25]1[CH2:34][CH2:33][C:32]2[C:27](=[CH:28][CH:29]=[C:30](B3OC(C)(C)C(C)(C)O3)[CH:31]=2)[C:26]1=[O:44])[CH3:24], predict the reaction product. The product is: [Cl:1][C:2]1[C:7]([O:8][CH3:9])=[CH:6][C:5]([O:10][CH3:11])=[C:4]([Cl:12])[C:3]=1[C:13]1[N:18]=[C:17]2[NH:19][N:20]=[C:21]([C:30]3[CH:31]=[C:32]4[C:27](=[CH:28][CH:29]=3)[C:26](=[O:44])[N:25]([CH2:23][CH3:24])[CH2:34][CH2:33]4)[C:16]2=[CH:15][N:14]=1. (5) Given the reactants [N:1]1([C:7]2[N:15]=[C:14]([C:16]3[CH:17]=[C:18]([CH2:22][OH:23])[CH:19]=[CH:20][CH:21]=3)[N:13]=[C:12]3[C:8]=2[N:9]=[CH:10][N:11]3[CH:24]2[CH2:29][CH2:28][NH:27][CH2:26][CH2:25]2)[CH2:6][CH2:5][O:4][CH2:3][CH2:2]1.[BH3-][C:31]#[N:32].[Na+].[CH3:34][OH:35], predict the reaction product. The product is: [CH3:34][O:35][C:31]1[N:32]=[CH:14][C:16]([CH2:17][N:27]2[CH2:28][CH2:29][CH:24]([N:11]3[CH:10]=[N:9][C:8]4[C:12]3=[N:13][C:14]([C:16]3[CH:17]=[C:18]([CH2:22][OH:23])[CH:19]=[CH:20][CH:21]=3)=[N:15][C:7]=4[N:1]3[CH2:6][CH2:5][O:4][CH2:3][CH2:2]3)[CH2:25][CH2:26]2)=[CH:21][CH:20]=1. (6) Given the reactants [Si:1]([O:18][CH:19]1[CH2:22][N:21]([C:23]2[S:24][CH:25]=[C:26]([C:28](OCC)=[O:29])[N:27]=2)[CH2:20]1)([C:14]([CH3:17])([CH3:16])[CH3:15])([C:8]1[CH:13]=[CH:12][CH:11]=[CH:10][CH:9]=1)[C:2]1[CH:7]=[CH:6][CH:5]=[CH:4][CH:3]=1.[Si:33]([O:50][CH2:51][CH2:52][NH2:53])([C:46]([CH3:49])([CH3:48])[CH3:47])([C:40]1[CH:45]=[CH:44][CH:43]=[CH:42][CH:41]=1)[C:34]1[CH:39]=[CH:38][CH:37]=[CH:36][CH:35]=1.C[Al](C)C.C(O)(=O)C.C(OCC)(=O)C, predict the reaction product. The product is: [Si:1]([O:18][CH:19]1[CH2:22][N:21]([C:23]2[S:24][CH:25]=[C:26]([C:28](=[O:29])[NH:53][CH2:52][CH2:51][O:50][Si:33]([C:46]([CH3:49])([CH3:48])[CH3:47])([C:40]3[CH:41]=[CH:42][CH:43]=[CH:44][CH:45]=3)[C:34]3[CH:39]=[CH:38][CH:37]=[CH:36][CH:35]=3)[N:27]=2)[CH2:20]1)([C:14]([CH3:15])([CH3:17])[CH3:16])([C:8]1[CH:13]=[CH:12][CH:11]=[CH:10][CH:9]=1)[C:2]1[CH:7]=[CH:6][CH:5]=[CH:4][CH:3]=1. (7) Given the reactants [CH3:1][O:2][C:3]1[CH:36]=[C:35]([O:37][CH3:38])[CH:34]=[CH:33][C:4]=1[CH2:5][N:6]1[C:14](=[O:15])[NH:13][C:12]2[C:7]1=[N:8][C:9]([C:16]1[C:24]3[C:19](=[N:20][CH:21]=[CH:22][CH:23]=3)[N:18]([CH2:25][C:26]3[CH:31]=[CH:30][CH:29]=[CH:28][C:27]=3[F:32])[N:17]=1)=[N:10][CH:11]=2.C(=O)([O-])[O-].[Cs+].[Cs+].Br[CH2:46][CH:47]1[CH2:50][CH2:49][O:48]1.O, predict the reaction product. The product is: [CH3:1][O:2][C:3]1[CH:36]=[C:35]([O:37][CH3:38])[CH:34]=[CH:33][C:4]=1[CH2:5][N:6]1[C:14](=[O:15])[N:13]([CH2:46][CH:47]2[CH2:50][CH2:49][O:48]2)[C:12]2[C:7]1=[N:8][C:9]([C:16]1[C:24]3[C:19](=[N:20][CH:21]=[CH:22][CH:23]=3)[N:18]([CH2:25][C:26]3[CH:31]=[CH:30][CH:29]=[CH:28][C:27]=3[F:32])[N:17]=1)=[N:10][CH:11]=2.